This data is from Catalyst prediction with 721,799 reactions and 888 catalyst types from USPTO. The task is: Predict which catalyst facilitates the given reaction. Reactant: [Cl:1][C:2]1[C:6]2[CH:7]=[CH:8][C:9]([C:11]([O:13]CC)=[O:12])=[CH:10][C:5]=2[O:4][CH:3]=1.[OH-].[Na+]. Product: [Cl:1][C:2]1[C:6]2[CH:7]=[CH:8][C:9]([C:11]([OH:13])=[O:12])=[CH:10][C:5]=2[O:4][CH:3]=1. The catalyst class is: 24.